Dataset: Full USPTO retrosynthesis dataset with 1.9M reactions from patents (1976-2016). Task: Predict the reactants needed to synthesize the given product. (1) Given the product [CH2:30]([C:15]1[CH:14]=[C:13]2[C:18](=[N:17][CH:16]=1)[N:9]([O:8][CH2:1][C:2]1[CH:7]=[CH:6][CH:5]=[CH:4][CH:3]=1)[C:10](=[O:27])[C:11]([C:21]1[CH:26]=[CH:25][CH:24]=[CH:23][CH:22]=1)=[C:12]2[OH:20])[CH:29]=[CH2:28], predict the reactants needed to synthesize it. The reactants are: [CH2:1]([O:8][N:9]1[C:18]2[C:13](=[CH:14][C:15](Br)=[CH:16][N:17]=2)[C:12]([OH:20])=[C:11]([C:21]2[CH:26]=[CH:25][CH:24]=[CH:23][CH:22]=2)[C:10]1=[O:27])[C:2]1[CH:7]=[CH:6][CH:5]=[CH:4][CH:3]=1.[CH2:28]([Sn](CCCC)(CCCC)CCCC)[CH:29]=[CH2:30]. (2) Given the product [C:1]([C:6]1[CH:7]=[CH:8][C:9]2[S:10][C:11]3[C:16](=[CH:15][C:14]([C:20](=[O:24])[CH:21]=[CH:22][CH3:23])=[CH:13][CH:12]=3)[C:17](=[O:43])[C:18]=2[CH:19]=1)(=[O:5])[CH:2]=[CH:3][CH3:4], predict the reactants needed to synthesize it. The reactants are: [C:1]([C:6]1[CH:19]=[C:18]2[C:9]([S:10][C:11]3[CH:12]=[CH:13][C:14]([C:20](=[O:24])[CH:21]=[CH:22][CH3:23])=[CH:15][C:16]=3[CH2:17]2)=[CH:8][CH:7]=1)(=[O:5])[CH:2]=[CH:3][CH3:4].C1C2CC3C(=CC=CC=3)SC=2C=CC=1.C(Cl)(=[O:43])/C=C/C.[Cl-].[Al+3].[Cl-].[Cl-].BrBr. (3) Given the product [CH3:5][C:6]1[CH:10]=[C:9]([C:11]([OH:13])([C:1]#[CH:2])[CH3:12])[O:8][N:7]=1, predict the reactants needed to synthesize it. The reactants are: [C:1]([Mg]Br)#[CH:2].[CH3:5][C:6]1[CH:10]=[C:9]([C:11](=[O:13])[CH3:12])[O:8][N:7]=1. (4) Given the product [C:1]([C:5]1[CH:11]=[CH:10][C:8]([N:9]2[C:18](=[O:19])[CH2:17][CH2:16][C:15]2=[O:20])=[C:7]([N+:12]([O-:14])=[O:13])[CH:6]=1)([CH3:4])([CH3:2])[CH3:3], predict the reactants needed to synthesize it. The reactants are: [C:1]([C:5]1[CH:11]=[CH:10][C:8]([NH2:9])=[C:7]([N+:12]([O-:14])=[O:13])[CH:6]=1)([CH3:4])([CH3:3])[CH3:2].[C:15]1(=O)[O:20][C:18](=[O:19])[CH2:17][CH2:16]1.C(N(CC)CC)C. (5) Given the product [Cl:1][C:2]1[S:10][C:9]2[S:8](=[O:11])(=[O:12])[N:7]([CH2:20][CH2:19][CH2:18][CH2:17][Br:16])[CH2:6][CH:5]([OH:13])[C:4]=2[CH:3]=1, predict the reactants needed to synthesize it. The reactants are: [Cl:1][C:2]1[S:10][C:9]2[S:8](=[O:12])(=[O:11])[NH:7][CH2:6][CH:5]([OH:13])[C:4]=2[CH:3]=1.[H-].[Na+].[Br:16][CH2:17][CH2:18][CH2:19][CH2:20]Br. (6) Given the product [CH3:1][N:2]([CH2:13][C:14]1[NH:18][C:17]2[CH:19]=[CH:20][C:21]([C:23]([N:51]3[CH2:50][CH2:49][CH:48]([CH2:47][CH2:46][N:41]4[CH2:45][CH2:44][CH2:43][CH2:42]4)[CH2:53][CH2:52]3)=[O:25])=[CH:22][C:16]=2[N:15]=1)[CH:3]1[C:12]2[N:11]=[CH:10][CH:9]=[CH:8][C:7]=2[CH2:6][CH2:5][CH2:4]1, predict the reactants needed to synthesize it. The reactants are: [CH3:1][N:2]([CH2:13][C:14]1[NH:18][C:17]2[CH:19]=[CH:20][C:21]([C:23]([OH:25])=O)=[CH:22][C:16]=2[N:15]=1)[CH:3]1[C:12]2[N:11]=[CH:10][CH:9]=[CH:8][C:7]=2[CH2:6][CH2:5][CH2:4]1.O=C1N(P(Cl)(N2CCOC2=O)=O)CCO1.[N:41]1([CH2:46][CH2:47][CH:48]2[CH2:53][CH2:52][NH:51][CH2:50][CH2:49]2)[CH2:45][CH2:44][CH2:43][CH2:42]1.C(N(CC)C(C)C)(C)C. (7) Given the product [I:21][CH2:6][CH2:7][O:8][CH2:9][CH2:10][CH2:11][CH2:12][CH2:13][CH2:14][CH2:15][CH2:16][CH2:17][CH2:18][CH2:19][CH3:20], predict the reactants needed to synthesize it. The reactants are: CS(O[CH2:6][CH2:7][O:8][CH2:9][CH2:10][CH2:11][CH2:12][CH2:13][CH2:14][CH2:15][CH2:16][CH2:17][CH2:18][CH2:19][CH3:20])(=O)=O.[I-:21].[Na+].